This data is from Catalyst prediction with 721,799 reactions and 888 catalyst types from USPTO. The task is: Predict which catalyst facilitates the given reaction. (1) Reactant: [C:1]([O:5][C:6]([NH:8][C@H:9]([CH2:13][O:14][CH3:15])[C:10]([OH:12])=O)=[O:7])([CH3:4])([CH3:3])[CH3:2].Cl.[NH:17]1[CH2:20][CH:19]([C:21]#[N:22])[CH2:18]1.CN(C(ON1N=NC2C=CC=NC1=2)=[N+](C)C)C.F[P-](F)(F)(F)(F)F.C(N(CC)C(C)C)(C)C. Product: [C:1]([O:5][C:6](=[O:7])[NH:8][C@H:9]([CH2:13][O:14][CH3:15])[C:10]([N:17]1[CH2:20][CH:19]([C:21]#[N:22])[CH2:18]1)=[O:12])([CH3:2])([CH3:3])[CH3:4]. The catalyst class is: 3. (2) Reactant: [C:1]1([C:7]2[C:11]3[CH:12]=[N:13][CH:14]=[CH:15][C:10]=3[NH:9][CH:8]=2)[CH:6]=[CH:5][CH:4]=[CH:3][CH:2]=1.[F:16][C:17]1[CH:36]=[CH:35][C:20]([CH2:21][NH:22][C:23]([C:25]2[CH:30]=[CH:29][C:28]([S:31](Cl)(=[O:33])=[O:32])=[CH:27][CH:26]=2)=[O:24])=[CH:19][CH:18]=1. Product: [F:16][C:17]1[CH:18]=[CH:19][C:20]([CH2:21][NH:22][C:23](=[O:24])[C:25]2[CH:30]=[CH:29][C:28]([S:31]([N:9]3[C:10]4[CH:15]=[CH:14][N:13]=[CH:12][C:11]=4[C:7]([C:1]4[CH:2]=[CH:3][CH:4]=[CH:5][CH:6]=4)=[CH:8]3)(=[O:32])=[O:33])=[CH:27][CH:26]=2)=[CH:35][CH:36]=1. The catalyst class is: 1. (3) Reactant: [NH2:1][C:2]1[CH:7]=[CH:6][CH:5]=[CH:4][C:3]=1[S:8]([NH:11][C:12]1[CH:13]=[N:14][C:15]([O:19][CH3:20])=[C:16]([CH3:18])[CH:17]=1)(=[O:10])=[O:9].Cl[C:22](Cl)([O:24]C(=O)OC(Cl)(Cl)Cl)Cl. Product: [CH3:20][O:19][C:15]1[N:14]=[CH:13][C:12]([N:11]2[C:22](=[O:24])[NH:1][C:2]3[CH:7]=[CH:6][CH:5]=[CH:4][C:3]=3[S:8]2(=[O:9])=[O:10])=[CH:17][C:16]=1[CH3:18]. The catalyst class is: 12. (4) Reactant: B(Br)(Br)Br.[F:5][C:6]1[CH:29]=[CH:28][C:9]([C:10]([N:12]2[C:20]3[C:15](=[CH:16][C:17]([O:21]C)=[CH:18][CH:19]=3)[C:14]([CH2:23][C:24]([OH:26])=[O:25])=[C:13]2[CH3:27])=[O:11])=[CH:8][CH:7]=1. Product: [F:5][C:6]1[CH:29]=[CH:28][C:9]([C:10]([N:12]2[C:20]3[C:15](=[CH:16][C:17]([OH:21])=[CH:18][CH:19]=3)[C:14]([CH2:23][C:24]([OH:26])=[O:25])=[C:13]2[CH3:27])=[O:11])=[CH:8][CH:7]=1. The catalyst class is: 4. (5) Reactant: [CH2:1]([O:7][C:8]1[CH:13]=[CH:12][C:11]([CH:14]=[CH:15][C:16]2[CH:38]=[CH:37][C:19]([CH2:20][O:21][CH2:22][CH:23]([C:31]3[CH:36]=[CH:35][CH:34]=[CH:33][CH:32]=3)[O:24][C@@H]3CCCCO3)=[CH:18][CH:17]=2)=[CH:10][CH:9]=1)[CH2:2][CH2:3][CH2:4][CH2:5][CH3:6].Cl. Product: [C:31]1([C@@H:23]([OH:24])[CH2:22][O:21][CH2:20][C:19]2[CH:37]=[CH:38][C:16](/[CH:15]=[CH:14]/[C:11]3[CH:10]=[CH:9][C:8]([O:7][CH2:1][CH2:2][CH2:3][CH2:4][CH2:5][CH3:6])=[CH:13][CH:12]=3)=[CH:17][CH:18]=2)[CH:36]=[CH:35][CH:34]=[CH:33][CH:32]=1. The catalyst class is: 8.